From a dataset of CYP3A4 inhibition data for predicting drug metabolism from PubChem BioAssay. Regression/Classification. Given a drug SMILES string, predict its absorption, distribution, metabolism, or excretion properties. Task type varies by dataset: regression for continuous measurements (e.g., permeability, clearance, half-life) or binary classification for categorical outcomes (e.g., BBB penetration, CYP inhibition). Dataset: cyp3a4_veith. The drug is CCCc1cc2c(cc1NC(=O)c1ccc(Br)cc1)OCO2. The result is 1 (inhibitor).